This data is from Catalyst prediction with 721,799 reactions and 888 catalyst types from USPTO. The task is: Predict which catalyst facilitates the given reaction. (1) Reactant: [CH2:1]([NH:4][C:5]1[CH:12]=[C:11]([C:13]([F:16])([F:15])[F:14])[CH:10]=[CH:9][C:6]=1[CH:7]=O)[CH2:2][CH3:3].[CH3:17][O:18][C:19]([CH:21]=P(C1C=CC=CC=1)(C1C=CC=CC=1)C1C=CC=CC=1)=[O:20]. Product: [CH3:17][O:18][C:19](=[O:20])[CH:21]=[CH:7][C:6]1[CH:9]=[CH:10][C:11]([C:13]([F:16])([F:15])[F:14])=[CH:12][C:5]=1[NH:4][CH2:1][CH2:2][CH3:3]. The catalyst class is: 11. (2) Reactant: [NH2:1][CH2:2][CH2:3][NH:4][C:5]1[N:14]=[C:13]([N:15]([C:17]2[CH:22]=[CH:21][C:20]([O:23][CH3:24])=[CH:19][CH:18]=2)[CH3:16])[C:12]2[C:7](=[CH:8][CH:9]=[CH:10][CH:11]=2)[N:6]=1.Cl[C:26]([O:28][CH3:29])=[O:27].C(N(CC)CC)C. Product: [CH3:29][O:28][C:26](=[O:27])[NH:1][CH2:2][CH2:3][NH:4][C:5]1[N:14]=[C:13]([N:15]([C:17]2[CH:18]=[CH:19][C:20]([O:23][CH3:24])=[CH:21][CH:22]=2)[CH3:16])[C:12]2[C:7](=[CH:8][CH:9]=[CH:10][CH:11]=2)[N:6]=1. The catalyst class is: 4. (3) Reactant: [F:1][C:2]([F:21])([F:20])[C:3]1[CH:4]=[C:5]([C@H:13]2[O:17][C:16](=[O:18])[NH:15][C@H:14]2[CH3:19])[CH:6]=[C:7]([C:9]([F:12])([F:11])[F:10])[CH:8]=1.[H-].[Na+].[Cl:24][C:25]1[CH:32]=[C:31]([F:33])[CH:30]=[CH:29][C:26]=1[CH2:27]Cl. Product: [F:21][C:2]([F:1])([F:20])[C:3]1[CH:4]=[C:5]([C@H:13]2[O:17][C:16](=[O:18])[N:15]([CH2:27][C:26]3[CH:29]=[CH:30][C:31]([F:33])=[CH:32][C:25]=3[Cl:24])[C@H:14]2[CH3:19])[CH:6]=[C:7]([C:9]([F:10])([F:11])[F:12])[CH:8]=1. The catalyst class is: 1. (4) Product: [CH3:1][O:2][C:3](=[O:32])[C@H:4]([CH2:16][C:17]1[CH:22]=[CH:21][C:20]([C:23]2[CH:28]=[CH:27][CH:26]=[CH:25][C:24]=2[C:29](=[O:30])[NH:49][S:46]([CH3:45])(=[O:48])=[O:47])=[CH:19][CH:18]=1)[NH:5][C:6](=[O:15])[C:7]1[C:12]([Cl:13])=[CH:11][CH:10]=[CH:9][C:8]=1[Cl:14]. Reactant: [CH3:1][O:2][C:3](=[O:32])[C@H:4]([CH2:16][C:17]1[CH:22]=[CH:21][C:20]([C:23]2[CH:28]=[CH:27][CH:26]=[CH:25][C:24]=2[C:29](O)=[O:30])=[CH:19][CH:18]=1)[NH:5][C:6](=[O:15])[C:7]1[C:12]([Cl:13])=[CH:11][CH:10]=[CH:9][C:8]=1[Cl:14].C(N1C=CN=C1)(N1C=CN=C1)=O.[CH3:45][S:46]([NH2:49])(=[O:48])=[O:47].C1CCN2C(=NCCC2)CC1. The catalyst class is: 49.